Dataset: NCI-60 drug combinations with 297,098 pairs across 59 cell lines. Task: Regression. Given two drug SMILES strings and cell line genomic features, predict the synergy score measuring deviation from expected non-interaction effect. (1) Drug 1: CC1CC2CCC3C(=C)CC(O3)CCC45CC6C(O4)C7C(O6)C(O5)C8C(O7)CCC(O8)CC(=O)CC9C(CC(C1=C)O2)OC(C9OC)CC(CN)O.CS(=O)(=O)O. Drug 2: CC1C(C(CC(O1)OC2CC(CC3=C2C(=C4C(=C3O)C(=O)C5=C(C4=O)C(=CC=C5)OC)O)(C(=O)CO)O)N)O.Cl. Cell line: A549. Synergy scores: CSS=46.2, Synergy_ZIP=-6.83, Synergy_Bliss=-7.26, Synergy_Loewe=-1.95, Synergy_HSA=-1.02. (2) Drug 1: CC1C(C(CC(O1)OC2CC(CC3=C2C(=C4C(=C3O)C(=O)C5=C(C4=O)C(=CC=C5)OC)O)(C(=O)CO)O)N)O.Cl. Drug 2: CN(C)N=NC1=C(NC=N1)C(=O)N. Cell line: HT29. Synergy scores: CSS=8.96, Synergy_ZIP=-2.79, Synergy_Bliss=5.11, Synergy_Loewe=-0.220, Synergy_HSA=0.250. (3) Drug 1: C1=CN(C(=O)N=C1N)C2C(C(C(O2)CO)O)O.Cl. Drug 2: CC1CCCC2(C(O2)CC(NC(=O)CC(C(C(=O)C(C1O)C)(C)C)O)C(=CC3=CSC(=N3)C)C)C. Cell line: KM12. Synergy scores: CSS=44.2, Synergy_ZIP=-6.33, Synergy_Bliss=-9.20, Synergy_Loewe=-17.5, Synergy_HSA=-7.46. (4) Drug 1: CC12CCC(CC1=CCC3C2CCC4(C3CC=C4C5=CN=CC=C5)C)O. Drug 2: C1CC(C1)(C(=O)O)C(=O)O.[NH2-].[NH2-].[Pt+2]. Cell line: SK-OV-3. Synergy scores: CSS=21.4, Synergy_ZIP=-0.953, Synergy_Bliss=6.15, Synergy_Loewe=5.89, Synergy_HSA=5.83. (5) Synergy scores: CSS=-7.27, Synergy_ZIP=1.38, Synergy_Bliss=-4.08, Synergy_Loewe=-10.9, Synergy_HSA=-10.2. Drug 1: C1=C(C(=O)NC(=O)N1)N(CCCl)CCCl. Drug 2: CN(CCCl)CCCl.Cl. Cell line: MDA-MB-435. (6) Synergy scores: CSS=5.27, Synergy_ZIP=5.83, Synergy_Bliss=12.6, Synergy_Loewe=11.1, Synergy_HSA=10.9. Drug 2: CC1C(C(=O)NC(C(=O)N2CCCC2C(=O)N(CC(=O)N(C(C(=O)O1)C(C)C)C)C)C(C)C)NC(=O)C3=C4C(=C(C=C3)C)OC5=C(C(=O)C(=C(C5=N4)C(=O)NC6C(OC(=O)C(N(C(=O)CN(C(=O)C7CCCN7C(=O)C(NC6=O)C(C)C)C)C)C(C)C)C)N)C. Drug 1: CC12CCC(CC1=CCC3C2CCC4(C3CC=C4C5=CN=CC=C5)C)O. Cell line: NCI-H226. (7) Drug 2: CC1C(C(CC(O1)OC2CC(CC3=C2C(=C4C(=C3O)C(=O)C5=C(C4=O)C(=CC=C5)OC)O)(C(=O)CO)O)N)O.Cl. Cell line: HS 578T. Synergy scores: CSS=32.2, Synergy_ZIP=-4.23, Synergy_Bliss=-9.50, Synergy_Loewe=-46.2, Synergy_HSA=-4.83. Drug 1: C1=CC(=CC=C1CCC2=CNC3=C2C(=O)NC(=N3)N)C(=O)NC(CCC(=O)O)C(=O)O. (8) Drug 1: C1=CC(=CC=C1CCCC(=O)O)N(CCCl)CCCl. Drug 2: CS(=O)(=O)OCCCCOS(=O)(=O)C. Cell line: SNB-75. Synergy scores: CSS=3.18, Synergy_ZIP=-8.10, Synergy_Bliss=-4.09, Synergy_Loewe=-16.4, Synergy_HSA=-3.92. (9) Cell line: SR. Drug 1: COC1=NC(=NC2=C1N=CN2C3C(C(C(O3)CO)O)O)N. Drug 2: CCC1=C2CN3C(=CC4=C(C3=O)COC(=O)C4(CC)O)C2=NC5=C1C=C(C=C5)O. Synergy scores: CSS=51.0, Synergy_ZIP=0.911, Synergy_Bliss=0.372, Synergy_Loewe=-38.7, Synergy_HSA=-0.469.